Dataset: Peptide-MHC class II binding affinity with 134,281 pairs from IEDB. Task: Regression. Given a peptide amino acid sequence and an MHC pseudo amino acid sequence, predict their binding affinity value. This is MHC class II binding data. (1) The peptide sequence is AQGKAFYEAVAKAHQ. The MHC is HLA-DPA10103-DPB10301 with pseudo-sequence HLA-DPA10103-DPB10301. The binding affinity (normalized) is 0.669. (2) The peptide sequence is VRKTIPDVIELAYQK. The MHC is DRB1_0404 with pseudo-sequence DRB1_0404. The binding affinity (normalized) is 0.155. (3) The peptide sequence is CGRRHSVRIRVRSGG. The MHC is DRB1_0301 with pseudo-sequence DRB1_0301. The binding affinity (normalized) is 0. (4) The peptide sequence is KAGFVILKTFTPGAE. The MHC is DRB1_0401 with pseudo-sequence DRB1_0401. The binding affinity (normalized) is 0.913. (5) The peptide sequence is NGNELLLDLSLTKVN. The MHC is DRB3_0202 with pseudo-sequence DRB3_0202. The binding affinity (normalized) is 0.304. (6) The peptide sequence is LPVPPTVTVFKIPKK. The MHC is DRB5_0101 with pseudo-sequence DRB5_0101. The binding affinity (normalized) is 0.390. (7) The peptide sequence is TEEQKLIEKINAGFK. The MHC is DRB3_0101 with pseudo-sequence DRB3_0101. The binding affinity (normalized) is 0.116. (8) The MHC is DRB1_0901 with pseudo-sequence DRB1_0901. The binding affinity (normalized) is 0.856. The peptide sequence is RFFVWGDEVPLLTKF.